Task: Predict the product of the given reaction.. Dataset: Forward reaction prediction with 1.9M reactions from USPTO patents (1976-2016) (1) Given the reactants O[C@H](C)C([N:5]1[CH2:8][CH:7]([C:9]2[CH:30]=[CH:29][C:12]3[C:13]4[N:14]=[C:15]([C:21]5[N:22]([CH:26]([CH3:28])[CH3:27])[N:23]=[CH:24][N:25]=5)[S:16][C:17]=4[CH2:18][CH2:19][O:20][C:11]=3[CH:10]=2)[CH2:6]1)=O.[C:32]([NH:39][C:40]1([C:43]([OH:45])=O)[CH2:42][CH2:41]1)([O:34][C:35]([CH3:38])([CH3:37])[CH3:36])=[O:33], predict the reaction product. The product is: [C:35]([O:34][C:32](=[O:33])[NH:39][C:40]1([C:43]([N:5]2[CH2:8][CH:7]([C:9]3[CH:30]=[CH:29][C:12]4[C:13]5[N:14]=[C:15]([C:21]6[N:22]([CH:26]([CH3:28])[CH3:27])[N:23]=[CH:24][N:25]=6)[S:16][C:17]=5[CH2:18][CH2:19][O:20][C:11]=4[CH:10]=3)[CH2:6]2)=[O:45])[CH2:41][CH2:42]1)([CH3:36])([CH3:37])[CH3:38]. (2) Given the reactants [OH-].[Na+].C([O:6][C:7]1[CH:31]=[C:30]([CH3:32])[CH:29]=[CH:28][C:8]=1[C:9]([NH:11][C:12]1[CH:21]=[C:20]([C:22]2[CH:27]=[CH:26][CH:25]=[CH:24][CH:23]=2)[CH:19]=[CH:18][C:13]=1[C:14]([O:16]C)=[O:15])=[O:10])(=O)C.Cl, predict the reaction product. The product is: [OH:6][C:7]1[CH:31]=[C:30]([CH3:32])[CH:29]=[CH:28][C:8]=1[C:9]([NH:11][C:12]1[CH:21]=[C:20]([C:22]2[CH:27]=[CH:26][CH:25]=[CH:24][CH:23]=2)[CH:19]=[CH:18][C:13]=1[C:14]([OH:16])=[O:15])=[O:10]. (3) Given the reactants [H-].[Na+].[C:3]([O:7][C:8]([N:10]1[CH2:15][CH2:14][N:13]([C:16]2[C:24]([Cl:25])=[CH:23][CH:22]=[C:21]3[C:17]=2[CH:18]=[CH:19][NH:20]3)[CH2:12][CH2:11]1)=[O:9])([CH3:6])([CH3:5])[CH3:4].[Cl:26][C:27]1[CH:28]=[C:29]([S:33](Cl)(=[O:35])=[O:34])[CH:30]=[CH:31][CH:32]=1, predict the reaction product. The product is: [C:3]([O:7][C:8]([N:10]1[CH2:11][CH2:12][N:13]([C:16]2[C:24]([Cl:25])=[CH:23][CH:22]=[C:21]3[C:17]=2[CH:18]=[CH:19][N:20]3[S:33]([C:29]2[CH:30]=[CH:31][CH:32]=[C:27]([Cl:26])[CH:28]=2)(=[O:35])=[O:34])[CH2:14][CH2:15]1)=[O:9])([CH3:6])([CH3:4])[CH3:5]. (4) Given the reactants [OH:1][C:2]12[C:13]3[C:8](=[C:9]([N+:14]([O-])=O)[CH:10]=[CH:11][CH:12]=3)[C:7](=[O:17])[C:6]1([NH:18][C:19](=[O:27])[C:20]1[CH:25]=[CH:24][C:23]([CH3:26])=[CH:22][CH:21]=1)[C:5]1[CH:28]=[CH:29][C:30]([CH:32]([CH3:34])[CH3:33])=[CH:31][C:4]=1[O:3]2.O, predict the reaction product. The product is: [NH2:14][C:9]1[CH:10]=[CH:11][CH:12]=[C:13]2[C:8]=1[C:7](=[O:17])[C:6]1([NH:18][C:19](=[O:27])[C:20]3[CH:21]=[CH:22][C:23]([CH3:26])=[CH:24][CH:25]=3)[C:5]3[CH:28]=[CH:29][C:30]([CH:32]([CH3:33])[CH3:34])=[CH:31][C:4]=3[O:3][C:2]12[OH:1].